Dataset: Catalyst prediction with 721,799 reactions and 888 catalyst types from USPTO. Task: Predict which catalyst facilitates the given reaction. (1) Reactant: [Br:1][C:2]1[CH:3]=[N:4][C:5](Cl)=[N:6][CH:7]=1.C(=O)([O-])[O-].[K+].[K+].[CH3:15][S:16][C:17]1[C:25]2[C:20](=[CH:21][C:22]([C:26]([O:28][CH3:29])=[O:27])=[CH:23][CH:24]=2)[NH:19][N:18]=1. Product: [Br:1][C:2]1[CH:3]=[N:4][C:5]([N:19]2[C:20]3[C:25](=[CH:24][CH:23]=[C:22]([C:26]([O:28][CH3:29])=[O:27])[CH:21]=3)[C:17]([S:16][CH3:15])=[N:18]2)=[N:6][CH:7]=1. The catalyst class is: 16. (2) Reactant: F[C:2]1[CH:7]=[CH:6][C:5]([CH:8]([NH:10][C:11](=[O:17])[O:12][C:13]([CH3:16])([CH3:15])[CH3:14])[CH3:9])=[CH:4][C:3]=1[N+:18]([O-:20])=[O:19].[NH4+:21].[OH-].CCOC(C)=O.O. Product: [NH2:21][C:2]1[CH:7]=[CH:6][C:5]([CH:8]([NH:10][C:11](=[O:17])[O:12][C:13]([CH3:16])([CH3:15])[CH3:14])[CH3:9])=[CH:4][C:3]=1[N+:18]([O-:20])=[O:19]. The catalyst class is: 1.